Dataset: Forward reaction prediction with 1.9M reactions from USPTO patents (1976-2016). Task: Predict the product of the given reaction. The product is: [CH3:19][O:18][C:15]1[CH:16]=[CH:17][C:12]([C:10]2[C:9]3[C:4](=[CH:5][CH:6]=[CH:7][CH:8]=3)[C:3](=[O:20])[N:2]([NH:1][C:29](=[O:30])[CH2:28][CH:25]3[CH2:26][CH2:27][CH:22]([CH3:21])[CH2:23][CH2:24]3)[N:11]=2)=[CH:13][CH:14]=1. Given the reactants [NH2:1][N:2]1[N:11]=[C:10]([C:12]2[CH:17]=[CH:16][C:15]([O:18][CH3:19])=[CH:14][CH:13]=2)[C:9]2[C:4](=[CH:5][CH:6]=[CH:7][CH:8]=2)[C:3]1=[O:20].[CH3:21][CH:22]1[CH2:27][CH2:26][CH:25]([CH2:28][C:29](O)=[O:30])[CH2:24][CH2:23]1, predict the reaction product.